Dataset: TCR-epitope binding with 47,182 pairs between 192 epitopes and 23,139 TCRs. Task: Binary Classification. Given a T-cell receptor sequence (or CDR3 region) and an epitope sequence, predict whether binding occurs between them. (1) The epitope is FPPTSFGPL. The TCR CDR3 sequence is CASSPGTGGNEQYF. Result: 0 (the TCR does not bind to the epitope). (2) The epitope is PROT_97E67BCC. The TCR CDR3 sequence is CASSQGLAGTGELFF. Result: 1 (the TCR binds to the epitope). (3) The epitope is KLPDDFTGCV. The TCR CDR3 sequence is CASSQELATDRRGEQYF. Result: 0 (the TCR does not bind to the epitope). (4) The TCR CDR3 sequence is CASSPYGETSKFF. The epitope is YLNTLTLAV. Result: 1 (the TCR binds to the epitope).